From a dataset of Experimentally validated miRNA-target interactions with 360,000+ pairs, plus equal number of negative samples. Binary Classification. Given a miRNA mature sequence and a target amino acid sequence, predict their likelihood of interaction. (1) The miRNA is hsa-miR-6831-3p with sequence UGACUAACUCCCACUCUACAG. The protein sequence of the target gene is MVQSCSAYGCKNRYDKDKPVSFHKFPLTRPSLCKEWEAAVRRKNFKPTKYSSICSEHFTPDCFKRECNNKLLKENAVPTIFLCTEPHDKKEDLLEPQEQLPPPPLPPPVSQVDAAIGLLMPPLQTPVNLSVFCDHNYTVEDTMHQRKRIHQLEQQVEKLRKKLKTAQQRCRRQERQLEKLKEVVHFQKEKDDVSERGYVILPNDYFEIVEVPA. Result: 1 (interaction). (2) The miRNA is hsa-miR-93-5p with sequence CAAAGUGCUGUUCGUGCAGGUAG. The protein sequence of the target gene is MAPRSLLLLLSGALALTDTWAGSHSLRYFSTAVSRPGRGEPRYIAVEYVDDTQFLRFDSDAAIPRMEPREPWVEQEGPQYWEWTTGYAKANAQTDRVALRNLLRRYNQSEAGSHTLQGMNGCDMGPDGRLLRGYHQHAYDGKDYISLNEDLRSWTAADTVAQITQRFYEAEEYAEEFRTYLEGECLELLRRYLENGKETLQRADPPKAHVAHHPISDHEATLRCWALGFYPAEITLTWQRDGEEQTQDTELVETRPAGDGTFQKWAAVVVPPGEEQRYTCHVQHEGLPQPLILRWEQSPQ.... Result: 1 (interaction). (3) The miRNA is hsa-miR-4725-5p with sequence AGACCCUGCAGCCUUCCCACC. The protein sequence of the target gene is MTDLLRSVVTVIDVFYKYTKQDGECGTLSKGELKELLEKELHPVLKNPDDPDTVDVIMHMLDRDHDRRLDFTEFLLMIFKLTMACNKVLSKEYCKASGSKKHRRGHRHQEEESETEEDEEDTPGHKSGYRHSSWSEGEEHGYSSGHSRGTVKCRHGSNSRRLGRQGNLSSSGNQEGSQKRYHRSSCGHSWSGGKDRHGSSSVELRERINKSHISPSRESGEEYESGSGSNSWERKGHGGLSCGLETSGHESNSTQSRIREQKLGSSCSGSGDSGRRSHACGYSNSSGCGRPQNASSSCQS.... Result: 1 (interaction).